From a dataset of Reaction yield outcomes from USPTO patents with 853,638 reactions. Predict the reaction yield, written as a fraction of the theoretical maximum amount of product (1.0 means a 100% yield; for example, 0.34 means a 34% yield). The reactants are [CH2:1]([O:8][C:9]1[CH:14]=[C:13](I)[C:12]([O:16][CH2:17][O:18][CH3:19])=[CH:11][N:10]=1)[C:2]1[CH:7]=[CH:6][CH:5]=[CH:4][CH:3]=1.[C:20]([C:22]1[CH:27]=[CH:26][C:25]([F:28])=[CH:24][CH:23]=1)#[CH:21]. The catalyst is O1CCOCC1.[Cu]I.Cl[Pd](Cl)([P](C1C=CC=CC=1)(C1C=CC=CC=1)C1C=CC=CC=1)[P](C1C=CC=CC=1)(C1C=CC=CC=1)C1C=CC=CC=1. The product is [CH2:1]([O:8][C:9]1[CH:14]=[C:13]([C:21]#[C:20][C:22]2[CH:27]=[CH:26][C:25]([F:28])=[CH:24][CH:23]=2)[C:12]([O:16][CH2:17][O:18][CH3:19])=[CH:11][N:10]=1)[C:2]1[CH:7]=[CH:6][CH:5]=[CH:4][CH:3]=1. The yield is 0.860.